Dataset: Forward reaction prediction with 1.9M reactions from USPTO patents (1976-2016). Task: Predict the product of the given reaction. (1) The product is: [CH2:1]([O:3][C:4]([C:5]1[CH:12]=[CH:11][NH:8][C:6]=1[NH2:7])=[O:9])[CH3:2]. Given the reactants [CH2:1]([O:3][C:4](=[O:9])[CH2:5][C:6](=[NH:8])[NH2:7])[CH3:2].Cl[CH2:11][CH:12]=O, predict the reaction product. (2) Given the reactants [C:1]([C:3]1([C:16]2[CH:17]=[N:18][CH:19]=[CH:20][CH:21]=2)[CH2:8][CH2:7][N:6]([C:9]([O:11][C:12]([CH3:15])([CH3:14])[CH3:13])=[O:10])[CH2:5][CH2:4]1)#N.[OH-:22].[Na+].C[OH:25], predict the reaction product. The product is: [C:12]([O:11][C:9]([N:6]1[CH2:7][CH2:8][C:3]([C:16]2[CH:17]=[N:18][CH:19]=[CH:20][CH:21]=2)([C:1]([OH:25])=[O:22])[CH2:4][CH2:5]1)=[O:10])([CH3:15])([CH3:14])[CH3:13].